Dataset: Forward reaction prediction with 1.9M reactions from USPTO patents (1976-2016). Task: Predict the product of the given reaction. Given the reactants [CH3:1][C:2]1[N:6]=[C:5]([C:7]2[C:8]3[CH2:26][CH2:25][CH2:24][CH2:23][C:9]=3[S:10][C:11]=2[NH:12]C(C2CCCC=2C(O)=O)=O)[S:4][N:3]=1.[CH:27]12[CH2:34][CH2:33][CH:30]([CH2:31][CH2:32]1)[C:29]1[C:35]([O:37][C:38](=[O:39])[C:28]2=1)=[O:36], predict the reaction product. The product is: [CH3:1][C:2]1[N:6]=[C:5]([C:7]2[C:8]3[CH2:26][CH2:25][CH2:24][CH2:23][C:9]=3[S:10][C:11]=2[NH:12][C:38]([C:28]2[CH:27]3[CH2:34][CH2:33][CH:30]([CH2:31][CH2:32]3)[C:29]=2[C:35]([OH:37])=[O:36])=[O:39])[S:4][N:3]=1.